From a dataset of Forward reaction prediction with 1.9M reactions from USPTO patents (1976-2016). Predict the product of the given reaction. (1) The product is: [NH2:1][C:2]1[C:11]2[C:6](=[C:7]([C:26]3[CH:25]=[CH:24][C:23]([O:22][CH3:21])=[CH:28][C:27]=3[O:29][CH3:30])[C:8]([F:12])=[CH:9][CH:10]=2)[N:5]=[N:4][C:3]=1[C:14]([NH:16][CH:17]1[CH2:20][CH2:19][CH2:18]1)=[O:15]. Given the reactants [NH2:1][C:2]1[C:11]2[C:6](=[C:7](Br)[C:8]([F:12])=[CH:9][CH:10]=2)[N:5]=[N:4][C:3]=1[C:14]([NH:16][CH:17]1[CH2:20][CH2:19][CH2:18]1)=[O:15].[CH3:21][O:22][C:23]1[CH:28]=[C:27]([O:29][CH3:30])[CH:26]=[CH:25][C:24]=1B(O)O, predict the reaction product. (2) Given the reactants O=[C:2]1[N:10]([CH2:11][C:12]([O:14][CH2:15][CH3:16])=[O:13])[C:5]2=[N:6][CH:7]=[CH:8][CH:9]=[C:4]2[NH:3]1.C(=O)(O)[O-].[Na+].P(Cl)(Cl)([Cl:24])=O, predict the reaction product. The product is: [Cl:24][C:2]1[N:10]([CH2:11][C:12]([O:14][CH2:15][CH3:16])=[O:13])[C:5]2=[N:6][CH:7]=[CH:8][CH:9]=[C:4]2[N:3]=1. (3) Given the reactants [C:1]([O:5][C:6](=[O:20])[NH:7][CH:8]1[C:17]2[C:12](=[CH:13][C:14]([CH:18]=[O:19])=[CH:15][CH:16]=2)[CH2:11][CH2:10][CH2:9]1)([CH3:4])([CH3:3])[CH3:2].[CH3:21][Mg+].[Br-], predict the reaction product. The product is: [C:1]([O:5][C:6](=[O:20])[NH:7][CH:8]1[C:17]2[C:12](=[CH:13][C:14]([CH:18]([OH:19])[CH3:21])=[CH:15][CH:16]=2)[CH2:11][CH2:10][CH2:9]1)([CH3:4])([CH3:2])[CH3:3].